From a dataset of Full USPTO retrosynthesis dataset with 1.9M reactions from patents (1976-2016). Predict the reactants needed to synthesize the given product. (1) Given the product [F:1][C:2]1[CH:3]=[CH:4][C:5]([O:10][C:12]2[CH:17]=[C:16]([CH3:18])[C:15]([N+:19]([O-:21])=[O:20])=[CH:14][N:13]=2)=[C:6]([CH:9]=1)[C:7]#[N:8], predict the reactants needed to synthesize it. The reactants are: [F:1][C:2]1[CH:3]=[CH:4][C:5]([OH:10])=[C:6]([CH:9]=1)[C:7]#[N:8].Cl[C:12]1[CH:17]=[C:16]([CH3:18])[C:15]([N+:19]([O-:21])=[O:20])=[CH:14][N:13]=1.C(=O)([O-])[O-].[K+].[K+].[H][H]. (2) The reactants are: [CH3:1][O:2][C:3]1[CH:4]=[C:5]([CH:8]=[C:9]([O:12][CH3:13])[C:10]=1[CH3:11])C=O.ClC1C=C(C=CC=1)[C:18]([O:20]O)=[O:19]. Given the product [CH:18]([O:20][C:5]1[CH:8]=[C:9]([O:12][CH3:13])[C:10]([CH3:11])=[C:3]([O:2][CH3:1])[CH:4]=1)=[O:19], predict the reactants needed to synthesize it. (3) Given the product [CH2:51]([O:49][C:18]([C@H:13]1[CH2:12][CH2:11][C:10]2[C:15](=[CH:16][CH:17]=[C:8]([NH:7][S:45]([C:42]3[CH:43]=[CH:44][C:39]([N:36]4[C:37](=[O:38])[N:33]([CH2:32][CH2:31][CH2:30][CH:24]5[CH2:29][CH2:28][CH2:27][CH2:26][CH2:25]5)[N:34]=[N:35]4)=[CH:40][CH:41]=3)(=[O:47])=[O:46])[CH:9]=2)[O:14]1)=[O:20])[CH:5]([CH3:4])[CH3:6], predict the reactants needed to synthesize it. The reactants are: N1[CH:6]=[CH:5][CH:4]=CC=1.[NH2:7][C:8]1[CH:9]=[C:10]2[C:15](=[CH:16][CH:17]=1)[O:14][C@@H:13]([C:18]([O:20]C(C)C)=O)[CH2:12][CH2:11]2.[CH:24]1([CH2:30][CH2:31][CH2:32][N:33]2[C:37](=[O:38])[N:36]([C:39]3[CH:44]=[CH:43][C:42]([S:45](Cl)(=[O:47])=[O:46])=[CH:41][CH:40]=3)[N:35]=[N:34]2)[CH2:29][CH2:28][CH2:27][CH2:26][CH2:25]1.[OH2:49].O1CCC[CH2:51]1. (4) Given the product [Cl:1][C:2]1[CH:3]=[N:4][CH:5]=[C:6]([Cl:24])[C:7]=1[S:8][C:9]1[S:13][C:12]([C:14]([NH:16][CH2:17][C:18]([N:29]2[CH2:30][CH2:31][CH:26]([F:25])[CH2:27][CH2:28]2)=[O:19])=[O:15])=[CH:11][C:10]=1[N+:21]([O-:23])=[O:22], predict the reactants needed to synthesize it. The reactants are: [Cl:1][C:2]1[CH:3]=[N:4][CH:5]=[C:6]([Cl:24])[C:7]=1[S:8][C:9]1[S:13][C:12]([C:14]([NH:16][CH2:17][C:18](O)=[O:19])=[O:15])=[CH:11][C:10]=1[N+:21]([O-:23])=[O:22].[F:25][CH:26]1[CH2:31][CH2:30][NH:29][CH2:28][CH2:27]1.